From a dataset of Forward reaction prediction with 1.9M reactions from USPTO patents (1976-2016). Predict the product of the given reaction. (1) Given the reactants [C:1]([C:5]1[CH:23]=[CH:22][C:8]([C:9]([NH:11][C:12]2[N:13]=[C:14]3[CH:19]=[CH:18][C:17](Cl)=[N:16][N:15]3[CH:21]=2)=[O:10])=[CH:7][CH:6]=1)([CH3:4])([CH3:3])[CH3:2].[C:24]([C:28]1[N:29]=[CH:30][NH:31][CH:32]=1)([CH3:27])([CH3:26])[CH3:25].C(=O)([O-])[O-].[K+].[K+].CN(C)C=O, predict the reaction product. The product is: [C:1]([C:5]1[CH:23]=[CH:22][C:8]([C:9]([NH:11][C:12]2[N:13]=[C:14]3[CH:19]=[CH:18][C:17]([N:31]4[CH:32]=[C:28]([C:24]([CH3:27])([CH3:26])[CH3:25])[N:29]=[CH:30]4)=[N:16][N:15]3[CH:21]=2)=[O:10])=[CH:7][CH:6]=1)([CH3:4])([CH3:3])[CH3:2]. (2) The product is: [Cl:33][C:29]1[CH:28]=[C:27]2[C:32]([C:23]([NH:1][CH2:2][C:3]([N:5]3[CH2:9][CH2:8][CH:7]([N:10]4[CH2:11][CH2:12][CH:13]([C:16]5[CH:17]=[CH:18][CH:19]=[CH:20][CH:21]=5)[CH2:14][CH2:15]4)[CH2:6]3)=[O:4])=[N:24][CH:25]=[N:26]2)=[CH:31][CH:30]=1. Given the reactants [NH2:1][CH2:2][C:3]([N:5]1[CH2:9][CH2:8][CH:7]([N:10]2[CH2:15][CH2:14][CH:13]([C:16]3[CH:21]=[CH:20][CH:19]=[CH:18][CH:17]=3)[CH2:12][CH2:11]2)[CH2:6]1)=[O:4].Cl[C:23]1[C:32]2[C:27](=[CH:28][C:29]([Cl:33])=[CH:30][CH:31]=2)[N:26]=[CH:25][N:24]=1.CCN(C(C)C)C(C)C, predict the reaction product.